Dataset: Forward reaction prediction with 1.9M reactions from USPTO patents (1976-2016). Task: Predict the product of the given reaction. (1) The product is: [O:14]1[CH2:19][CH2:18][O:17][C:16]2[CH:20]=[C:21]([C:24]3[NH:13][C:12]4[N:11]([N:10]=[CH:9][C:8]=4[C:5]4[CH:4]=[CH:3][C:2]([F:1])=[CH:7][CH:6]=4)[C:26](=[O:27])[CH:25]=3)[CH:22]=[CH:23][C:15]1=2. Given the reactants [F:1][C:2]1[CH:7]=[CH:6][C:5]([C:8]2[CH:9]=[N:10][NH:11][C:12]=2[NH2:13])=[CH:4][CH:3]=1.[O:14]1[CH2:19][CH2:18][O:17][C:16]2[CH:20]=[C:21]([C:24](=O)[CH2:25][C:26](OCC)=[O:27])[CH:22]=[CH:23][C:15]1=2, predict the reaction product. (2) Given the reactants [C:1]([CH2:4][C@H:5]([C:19]1[CH:20]=[C:21]([CH:25]=[CH:26][CH:27]=1)[C:22]([OH:24])=[O:23])[NH:6][C:7](=[O:18])[C:8]1[CH:13]=[CH:12][C:11]([O:14][CH3:15])=[C:10]([O:16][CH3:17])[CH:9]=1)(O)=[O:2].C1C=CC2N(O)N=[N:34][C:32]=2C=1.C(Cl)CCl.CCN(CC)CC.CN.C1COCC1, predict the reaction product. The product is: [CH3:17][O:16][C:10]1[CH:9]=[C:8]([CH:13]=[CH:12][C:11]=1[O:14][CH3:15])[C:7]([NH:6][C@@H:5]([C:19]1[CH:20]=[C:21]([CH:25]=[CH:26][CH:27]=1)[C:22]([OH:24])=[O:23])[CH2:4][C:1](=[O:2])[NH:34][CH3:32])=[O:18]. (3) Given the reactants [O:1]=[C:2]([C:27]1[C:36]2[C:31](=[CH:32][CH:33]=[C:34]([O:37][CH3:38])[CH:35]=2)[N:30]=[CH:29][CH:28]=1)[CH2:3][CH2:4][C@@H:5]1[CH2:10][CH2:9][N:8]([CH2:11][C:12]#[C:13][C:14]2[CH:19]=[C:18]([F:20])[CH:17]=[C:16]([F:21])[C:15]=2[F:22])[CH2:7][C@@H:6]1[C:23]([O:25]C)=[O:24].Cl.O.C(=O)([O-])O.[Na+], predict the reaction product. The product is: [O:1]=[C:2]([C:27]1[C:36]2[C:31](=[CH:32][CH:33]=[C:34]([O:37][CH3:38])[CH:35]=2)[N:30]=[CH:29][CH:28]=1)[CH2:3][CH2:4][C@@H:5]1[CH2:10][CH2:9][N:8]([CH2:11][C:12]#[C:13][C:14]2[CH:19]=[C:18]([F:20])[CH:17]=[C:16]([F:21])[C:15]=2[F:22])[CH2:7][C@@H:6]1[C:23]([OH:25])=[O:24].